Predict the reactants needed to synthesize the given product. From a dataset of Full USPTO retrosynthesis dataset with 1.9M reactions from patents (1976-2016). (1) The reactants are: [Cl:1][C:2]1[CH:18]=[C:17]([Cl:19])[CH:16]=[CH:15][C:3]=1[CH2:4][NH:5][C:6]([N:8]1[CH2:11][C:10]2([CH2:14][NH:13][CH2:12]2)[CH2:9]1)=[O:7].C(N(CC)CC)C.[C:27](Cl)(=[O:34])[C:28]1[CH:33]=[CH:32][CH:31]=[CH:30][CH:29]=1. Given the product [Cl:1][C:2]1[CH:18]=[C:17]([Cl:19])[CH:16]=[CH:15][C:3]=1[CH2:4][NH:5][C:6]([N:8]1[CH2:11][C:10]2([CH2:14][N:13]([C:27](=[O:34])[C:28]3[CH:33]=[CH:32][CH:31]=[CH:30][CH:29]=3)[CH2:12]2)[CH2:9]1)=[O:7], predict the reactants needed to synthesize it. (2) Given the product [Br:8][C:9]1[CH:16]=[C:15]([O:7][C:1]2[CH:6]=[CH:5][CH:4]=[CH:3][CH:2]=2)[CH:14]=[CH:13][C:10]=1[CH:11]=[O:12], predict the reactants needed to synthesize it. The reactants are: [C:1]1([OH:7])[CH:6]=[CH:5][CH:4]=[CH:3][CH:2]=1.[Br:8][C:9]1[CH:16]=[C:15](F)[CH:14]=[CH:13][C:10]=1[CH:11]=[O:12].C([O-])([O-])=O.[K+].[K+]. (3) Given the product [CH3:13][C:8]1[CH:7]=[C:6]([CH:11]=[C:10]([CH3:12])[N:9]=1)[C:5]([NH2:15])=[O:4], predict the reactants needed to synthesize it. The reactants are: C([O:4][C:5](=O)[C:6]1[CH:11]=[C:10]([CH3:12])[N:9]=[C:8]([CH3:13])[CH:7]=1)(C)C.[NH3:15].